From a dataset of Forward reaction prediction with 1.9M reactions from USPTO patents (1976-2016). Predict the product of the given reaction. (1) Given the reactants [F:1][CH:2]([F:25])[O:3][CH2:4][C@@H:5]([O:7][C:8]1[CH:9]=[C:10]([CH:21]=[C:22]([OH:24])[CH:23]=1)[C:11]([NH:13][C:14]1[CH:19]=[N:18][C:17]([CH3:20])=[CH:16][N:15]=1)=[O:12])[CH3:6].Br[C:27]1[CH:28]=[CH:29][C:30]([S:33]([CH3:36])(=[O:35])=[O:34])=[N:31][CH:32]=1.C(=O)([O-])[O-].[Cs+].[Cs+].C(OCC)(=O)C, predict the reaction product. The product is: [F:25][CH:2]([F:1])[O:3][CH2:4][C@@H:5]([O:7][C:8]1[CH:9]=[C:10]([CH:21]=[C:22]([O:24][C:27]2[CH:32]=[N:31][C:30]([S:33]([CH3:36])(=[O:35])=[O:34])=[CH:29][CH:28]=2)[CH:23]=1)[C:11]([NH:13][C:14]1[CH:19]=[N:18][C:17]([CH3:20])=[CH:16][N:15]=1)=[O:12])[CH3:6]. (2) Given the reactants Cl.[NH2:2][C:3]1[N:8]=[CH:7][N:6]=[C:5]2[N:9]([C@H:13]([C:15]3[C:16]([O:29][CH2:30][CH3:31])=[C:17]([C@@H:23]4[CH2:27][NH:26][C:25](=[O:28])[CH2:24]4)[C:18]([F:22])=[C:19]([Cl:21])[CH:20]=3)[CH3:14])[N:10]=[C:11]([CH3:12])[C:4]=12, predict the reaction product. The product is: [ClH:21].[NH2:2][C:3]1[N:8]=[CH:7][N:6]=[C:5]2[N:9]([C@H:13]([C:15]3[C:16]([O:29][CH2:30][CH3:31])=[C:17]([C@@H:23]4[CH2:27][NH:26][C:25](=[O:28])[CH2:24]4)[C:18]([F:22])=[C:19]([Cl:21])[CH:20]=3)[CH3:14])[N:10]=[C:11]([CH3:12])[C:4]=12.